From a dataset of Full USPTO retrosynthesis dataset with 1.9M reactions from patents (1976-2016). Predict the reactants needed to synthesize the given product. (1) Given the product [Cl:36][C:33]1[CH:34]=[CH:35][C:27]([NH:26][C:24](=[O:25])[CH2:23][O:22][CH2:21][C:20]([NH:19][C:17]2[CH:18]=[C:13]([C:4]3[CH:5]=[CH:6][CH:7]=[CH:8][C:3]=3[O:2][CH3:1])[CH:14]=[CH:15][C:16]=2[CH3:38])=[O:37])=[C:28]([CH:32]=1)[C:29]([OH:31])=[O:30], predict the reactants needed to synthesize it. The reactants are: [CH3:1][O:2][C:3]1[CH:8]=[CH:7][CH:6]=[CH:5][C:4]=1B(O)O.Br[C:13]1[CH:14]=[CH:15][C:16]([CH3:38])=[C:17]([NH:19][C:20](=[O:37])[CH2:21][O:22][CH2:23][C:24]([NH:26][C:27]2[CH:35]=[CH:34][C:33]([Cl:36])=[CH:32][C:28]=2[C:29]([OH:31])=[O:30])=[O:25])[CH:18]=1. (2) Given the product [Cl:1][C:2]1[CH:7]=[CH:6][C:5]([C:8]2[C:9]([O:17][CH:18]3[CH2:21][CH2:20][CH2:19]3)=[N:10][CH:11]=[C:12]([CH:16]=2)[C:13]([NH:31][CH2:30][C:28]2[O:27][N:26]=[C:25]([C:24]([F:33])([F:32])[F:23])[N:29]=2)=[O:14])=[CH:4][C:3]=1[F:22], predict the reactants needed to synthesize it. The reactants are: [Cl:1][C:2]1[CH:7]=[CH:6][C:5]([C:8]2[C:9]([O:17][CH:18]3[CH2:21][CH2:20][CH2:19]3)=[N:10][CH:11]=[C:12]([CH:16]=2)[C:13](O)=[O:14])=[CH:4][C:3]=1[F:22].[F:23][C:24]([F:33])([F:32])[C:25]1[N:29]=[C:28]([CH2:30][NH2:31])[O:27][N:26]=1. (3) Given the product [F:48][C:49]1[CH:50]=[C:51]([CH:67]=[CH:68][CH:69]=1)[CH2:52][O:53][C:54]1[CH:55]=[CH:56][C:57]([C:60]2[S:64][C:63]([CH2:65][NH:66][C:3](=[O:5])[CH:2]([OH:1])[CH2:6][CH2:7][CH2:8][CH2:9][CH2:10][CH2:11][C:12]3[S:16][CH:15]=[N:14][C:13]=3[CH3:17])=[N:62][N:61]=2)=[CH:58][CH:59]=1, predict the reactants needed to synthesize it. The reactants are: [OH:1][CH:2]([CH2:6][CH2:7][CH2:8][CH2:9][CH2:10][CH2:11][C:12]1[S:16][CH:15]=[N:14][C:13]=1[CH3:17])[C:3]([OH:5])=O.O.ON1C2C=CC=CC=2N=N1.Cl.CN(C)CCCN=C=NCC.C(N(CC)CC)C.[F:48][C:49]1[CH:50]=[C:51]([CH:67]=[CH:68][CH:69]=1)[CH2:52][O:53][C:54]1[CH:59]=[CH:58][C:57]([C:60]2[S:64][C:63]([CH2:65][NH2:66])=[N:62][N:61]=2)=[CH:56][CH:55]=1. (4) Given the product [Cl:1][C:2]1[CH:3]=[CH:4][C:5]([S:8]([N:11]([C@H:12]([CH2:16][CH:17]([CH3:19])[CH3:18])[C:13]([NH2:15])=[O:14])[CH2:32][C:31]2[CH:34]=[CH:35][C:28]([O:27][CH3:26])=[CH:29][CH:30]=2)(=[O:9])=[O:10])=[CH:6][CH:7]=1, predict the reactants needed to synthesize it. The reactants are: [Cl:1][C:2]1[CH:7]=[CH:6][C:5]([S:8]([NH:11][C@H:12]([CH2:16][CH:17]([CH3:19])[CH3:18])[C:13]([NH2:15])=[O:14])(=[O:10])=[O:9])=[CH:4][CH:3]=1.C([O-])([O-])=O.[K+].[K+].[CH3:26][O:27][C:28]1[CH:35]=[CH:34][C:31]([CH2:32]Cl)=[CH:30][CH:29]=1. (5) Given the product [NH2:20][C:21]1[NH:25][C:24]([CH:10]2[CH2:9][CH2:8][NH:7][C:6](=[O:12])[C:5]3[NH:13][C:2]([Cl:1])=[C:3]([Cl:14])[C:4]2=3)=[CH:23][N:22]=1, predict the reactants needed to synthesize it. The reactants are: [Cl:1][C:2]1[NH:13][C:5]2[C:6](=[O:12])[NH:7][CH2:8][CH2:9][CH:10](O)[C:4]=2[C:3]=1[Cl:14].S(O)(O)(=O)=O.[NH2:20][C:21]1[NH:22][CH:23]=[CH:24][N:25]=1.CCOCC. (6) Given the product [CH3:13][O:14][C:15]([C@H:17]1[CH2:22][CH2:21][C@H:20]([NH:23][CH2:11][C:9]2[CH:8]=[CH:7][C:6]3[O:1][CH2:2][CH2:3][O:4][C:5]=3[CH:10]=2)[CH2:19][CH2:18]1)=[O:16], predict the reactants needed to synthesize it. The reactants are: [O:1]1[C:6]2[CH:7]=[CH:8][C:9]([CH:11]=O)=[CH:10][C:5]=2[O:4][CH2:3][CH2:2]1.[CH3:13][O:14][C:15]([C@H:17]1[CH2:22][CH2:21][C@H:20]([NH2:23])[CH2:19][CH2:18]1)=[O:16].C(O)(=O)C.C([BH3-])#N.[Na+]. (7) Given the product [Cl:1][CH2:2][CH:3]([CH:5]1[CH2:14][CH2:13][C:12]2[C:7](=[CH:8][CH:9]=[C:10]([F:15])[CH:11]=2)[O:6]1)[OH:4], predict the reactants needed to synthesize it. The reactants are: [Cl:1][CH2:2][C:3]([CH:5]1[CH2:14][CH2:13][C:12]2[C:7](=[CH:8][CH:9]=[C:10]([F:15])[CH:11]=2)[O:6]1)=[O:4].[BH4-].[Na+]. (8) Given the product [F:3][C:4]1[C:9]([F:10])=[C:8]([CH:11]2[CH2:16][CH2:15][CH:14]([CH2:17][CH2:18][CH2:19][CH2:20][CH3:21])[CH2:13][CH2:12]2)[CH:7]=[CH:6][C:5]=1[CH:22]1[CH2:27][CH2:26][CH:25]([CH:28]2[CH2:29][CH2:30][CH:31]([OH:34])[CH2:32][CH2:33]2)[CH2:24][CH2:23]1, predict the reactants needed to synthesize it. The reactants are: [BH4-].[Na+].[F:3][C:4]1[C:9]([F:10])=[C:8]([CH:11]2[CH2:16][CH2:15][CH:14]([CH2:17][CH2:18][CH2:19][CH2:20][CH3:21])[CH2:13][CH2:12]2)[CH:7]=[CH:6][C:5]=1[CH:22]1[CH2:27][CH2:26][CH:25]([CH:28]2[CH2:33][CH2:32][C:31](=[O:34])[CH2:30][CH2:29]2)[CH2:24][CH2:23]1.[H][H].[Cl-].[NH4+].